Dataset: Full USPTO retrosynthesis dataset with 1.9M reactions from patents (1976-2016). Task: Predict the reactants needed to synthesize the given product. The reactants are: [C:1]([OH:11])(=[O:10])/[CH:2]=[CH:3]/[C:4]1[CH:9]=[CH:8][CH:7]=[CH:6][CH:5]=1.[OH-].C([N+](CCCC)(CCCC)CCCC)CCC.[C:30]([N:34]([C:45]([O:47][CH2:48]Cl)=[O:46])[CH2:35][C:36]([O:38][CH2:39][CH2:40][Si:41]([CH3:44])([CH3:43])[CH3:42])=[O:37])([CH3:33])([CH3:32])[CH3:31]. Given the product [C:4]1(/[CH:3]=[CH:2]/[C:1]([O:11][CH2:48][O:47][C:45](=[O:46])[N:34]([C:30]([CH3:32])([CH3:31])[CH3:33])[CH2:35][C:36](=[O:37])[O:38][CH2:39][CH2:40][Si:41]([CH3:42])([CH3:43])[CH3:44])=[O:10])[CH:5]=[CH:6][CH:7]=[CH:8][CH:9]=1, predict the reactants needed to synthesize it.